Regression. Given two drug SMILES strings and cell line genomic features, predict the synergy score measuring deviation from expected non-interaction effect. From a dataset of NCI-60 drug combinations with 297,098 pairs across 59 cell lines. (1) Drug 1: CN1CCC(CC1)COC2=C(C=C3C(=C2)N=CN=C3NC4=C(C=C(C=C4)Br)F)OC. Drug 2: CC1=C(C(=CC=C1)Cl)NC(=O)C2=CN=C(S2)NC3=CC(=NC(=N3)C)N4CCN(CC4)CCO. Cell line: RPMI-8226. Synergy scores: CSS=-4.21, Synergy_ZIP=-1.08, Synergy_Bliss=-7.75, Synergy_Loewe=-14.5, Synergy_HSA=-12.2. (2) Drug 1: COC1=C(C=C2C(=C1)N=CN=C2NC3=CC(=C(C=C3)F)Cl)OCCCN4CCOCC4. Drug 2: COC1=CC(=CC(=C1O)OC)C2C3C(COC3=O)C(C4=CC5=C(C=C24)OCO5)OC6C(C(C7C(O6)COC(O7)C8=CC=CS8)O)O. Cell line: T-47D. Synergy scores: CSS=37.5, Synergy_ZIP=-8.68, Synergy_Bliss=-3.79, Synergy_Loewe=-0.942, Synergy_HSA=0.509. (3) Drug 1: CN1C(=O)N2C=NC(=C2N=N1)C(=O)N. Drug 2: CC1=C(C(=CC=C1)Cl)NC(=O)C2=CN=C(S2)NC3=CC(=NC(=N3)C)N4CCN(CC4)CCO. Cell line: UO-31. Synergy scores: CSS=5.29, Synergy_ZIP=-1.91, Synergy_Bliss=0.152, Synergy_Loewe=-2.07, Synergy_HSA=-0.529. (4) Synergy scores: CSS=3.25, Synergy_ZIP=0.620, Synergy_Bliss=4.44, Synergy_Loewe=2.98, Synergy_HSA=3.38. Cell line: SN12C. Drug 1: C1CCN(CC1)CCOC2=CC=C(C=C2)C(=O)C3=C(SC4=C3C=CC(=C4)O)C5=CC=C(C=C5)O. Drug 2: CN1C2=C(C=C(C=C2)N(CCCl)CCCl)N=C1CCCC(=O)O.Cl. (5) Drug 1: COC1=CC(=CC(=C1O)OC)C2C3C(COC3=O)C(C4=CC5=C(C=C24)OCO5)OC6C(C(C7C(O6)COC(O7)C8=CC=CS8)O)O. Drug 2: CC1=C2C(C(=O)C3(C(CC4C(C3C(C(C2(C)C)(CC1OC(=O)C(C(C5=CC=CC=C5)NC(=O)C6=CC=CC=C6)O)O)OC(=O)C7=CC=CC=C7)(CO4)OC(=O)C)O)C)OC(=O)C. Cell line: HT29. Synergy scores: CSS=40.2, Synergy_ZIP=-8.20, Synergy_Bliss=-10.3, Synergy_Loewe=-10.3, Synergy_HSA=-6.57. (6) Drug 1: COC1=CC(=CC(=C1O)OC)C2C3C(COC3=O)C(C4=CC5=C(C=C24)OCO5)OC6C(C(C7C(O6)COC(O7)C8=CC=CS8)O)O. Drug 2: CC1=CC2C(CCC3(C2CCC3(C(=O)C)OC(=O)C)C)C4(C1=CC(=O)CC4)C. Cell line: K-562. Synergy scores: CSS=51.4, Synergy_ZIP=6.71, Synergy_Bliss=2.37, Synergy_Loewe=-45.8, Synergy_HSA=1.87.